From a dataset of Forward reaction prediction with 1.9M reactions from USPTO patents (1976-2016). Predict the product of the given reaction. (1) Given the reactants O.[CH3:2][N:3]([CH3:35])[CH2:4][CH2:5][N:6]([CH3:34])[C:7]1[C:12]([N+:13]([O-])=O)=[CH:11][C:10]([NH:16][C:17]2[N:22]=[C:21]([C:23]3[C:31]4[C:26](=[CH:27][CH:28]=[CH:29][CH:30]=4)[NH:25][CH:24]=3)[CH:20]=[CH:19][N:18]=2)=[C:9]([O:32][CH3:33])[CH:8]=1.[NH4+].[Cl-], predict the reaction product. The product is: [CH3:35][N:3]([CH3:2])[CH2:4][CH2:5][N:6]([CH3:34])[C:7]1[C:12]([NH2:13])=[CH:11][C:10]([NH:16][C:17]2[N:22]=[C:21]([C:23]3[C:31]4[C:26](=[CH:27][CH:28]=[CH:29][CH:30]=4)[NH:25][CH:24]=3)[CH:20]=[CH:19][N:18]=2)=[C:9]([O:32][CH3:33])[CH:8]=1. (2) Given the reactants [N+:1]([C:4]1[CH:9]=[CH:8][CH:7]=[CH:6][C:5]=1[C@H:10]1[O:14][C:13]([CH3:16])([CH3:15])[O:12][C@@H:11]1[CH2:17][OH:18])([O-])=O, predict the reaction product. The product is: [NH2:1][C:4]1[CH:9]=[CH:8][CH:7]=[CH:6][C:5]=1[C@H:10]1[O:14][C:13]([CH3:15])([CH3:16])[O:12][C@@H:11]1[CH2:17][OH:18]. (3) Given the reactants [CH2:1]([O:8][C:9]([N:11]1[CH2:16][CH2:15][CH:14]([CH2:17][NH:18][C:19]2[CH:24]=[C:23]([CH3:25])[N:22]=[C:21]([NH:26]CC3C=CC(OC)=CC=3OC)[N:20]=2)[CH2:13][CH2:12]1)=[O:10])[C:2]1[CH:7]=[CH:6][CH:5]=[CH:4][CH:3]=1.FC(F)(F)C(O)=O, predict the reaction product. The product is: [CH2:1]([O:8][C:9]([N:11]1[CH2:12][CH2:13][CH:14]([CH2:17][NH:18][C:19]2[CH:24]=[C:23]([CH3:25])[N:22]=[C:21]([NH2:26])[N:20]=2)[CH2:15][CH2:16]1)=[O:10])[C:2]1[CH:7]=[CH:6][CH:5]=[CH:4][CH:3]=1. (4) Given the reactants [C:1]([O:13][CH2:14][C:15]1[CH:20]=[CH:19][CH:18]=[CH:17][CH:16]=1)(=[O:12])[C:2]([O:4]CC1C=CC=CC=1)=O.[CH2:21]1[CH2:25]O[CH2:23][CH2:22]1.[CH3:26][CH2:27]OCC, predict the reaction product. The product is: [CH2:14]([O:13][C:1](=[O:12])[C:2](=[O:4])[CH2:23][CH2:22][CH2:21][CH2:25][CH2:26][CH3:27])[C:15]1[CH:16]=[CH:17][CH:18]=[CH:19][CH:20]=1. (5) Given the reactants [CH2:1]([N:8]1[CH2:13]CC(=O)[CH2:10][CH2:9]1)[C:2]1[CH:7]=[CH:6][CH:5]=[CH:4][CH:3]=1.[H-].[Na+].[CH3:17]I.Cl.[CH2:20]1[CH2:24][O:23]C[CH2:21]1, predict the reaction product. The product is: [CH2:1]([N:8]1[CH2:9][CH2:10][C:24](=[O:23])[C:20]([CH3:21])([CH3:17])[CH2:13]1)[C:2]1[CH:7]=[CH:6][CH:5]=[CH:4][CH:3]=1. (6) Given the reactants [CH2:1]([C:5]1[N:6]=[C:7]([CH3:27])[NH:8][C:9](=[O:26])[C:10]=1[CH2:11][C:12]1[CH:17]=[CH:16][C:15]([C:18]2[C:19]([C:24]#[N:25])=[CH:20][CH:21]=[CH:22][CH:23]=2)=[CH:14][CH:13]=1)[CH2:2][CH2:3][CH3:4].N(C(N1CCCCC1)=O)=NC(N1CCCCC1)=O.C(P(CCCC)CCCC)CCC.[S:59]1[C:63]2[CH:64]=[CH:65][CH:66]=[CH:67][C:62]=2[CH:61]=[C:60]1[CH2:68]O, predict the reaction product. The product is: [S:59]1[C:63]2[CH:64]=[CH:65][CH:66]=[CH:67][C:62]=2[CH:61]=[C:60]1[CH2:68][N:8]1[C:9](=[O:26])[C:10]([CH2:11][C:12]2[CH:17]=[CH:16][C:15]([C:18]3[C:19]([C:24]#[N:25])=[CH:20][CH:21]=[CH:22][CH:23]=3)=[CH:14][CH:13]=2)=[C:5]([CH2:1][CH2:2][CH2:3][CH3:4])[N:6]=[C:7]1[CH3:27].